This data is from Catalyst prediction with 721,799 reactions and 888 catalyst types from USPTO. The task is: Predict which catalyst facilitates the given reaction. (1) Reactant: C(O)(=O)C(O)=O.[Cl:7][CH2:8][CH2:9][CH2:10][N:11]1[CH2:15][CH2:14][CH2:13][CH2:12]1.C(OC)(C)(C)C.[OH-].[K+]. Product: [Cl:7][CH2:8][CH2:9][CH2:10][N:11]1[CH2:15][CH2:14][CH2:13][CH2:12]1. The catalyst class is: 6. (2) Reactant: Br[C:2]1[C:7]([Cl:8])=[CH:6][C:5]([OH:9])=[C:4]([S:10]([N:13]2[CH2:19][CH2:18][CH2:17][CH2:16][C:15]3[CH:20]=[CH:21][CH:22]=[CH:23][C:14]2=3)(=[O:12])=[O:11])[CH:3]=1.B1(B2[O:28][C:27]([CH3:30])([CH3:29])[C:26]([CH3:32])([CH3:31])[O:25]2)[O:28][C:27]([CH3:30])([CH3:29])[C:26]([CH3:32])([CH3:31])[O:25]1.[C:42]([O-])(=O)C.[K+]. Product: [Cl:8][C:7]1[C:2]([CH:42]2[O:28][C:27]([CH3:30])([CH3:29])[C:26]([CH3:32])([CH3:31])[O:25]2)=[CH:3][C:4]([S:10]([N:13]2[CH2:19][CH2:18][CH2:17][CH2:16][C:15]3[CH:20]=[CH:21][CH:22]=[CH:23][C:14]2=3)(=[O:12])=[O:11])=[C:5]([OH:9])[CH:6]=1. The catalyst class is: 12. (3) Reactant: [Cl:1][C:2]1[C:3]([CH3:55])=[C:4]([C:18]2[C:26]3[C:25]([O:27][C@H:28]([CH2:34][C:35]4[CH:40]=[CH:39][CH:38]=[CH:37][C:36]=4[O:41]C4CCCCO4)[C:29]([O:31][CH2:32][CH3:33])=[O:30])=[N:24][CH:23]=[N:22][C:21]=3[S:20][C:19]=2[C:48]2[CH:53]=[CH:52][C:51]([F:54])=[CH:50][CH:49]=2)[CH:5]=[N:6][C:7]=1[O:8][CH2:9][CH2:10][N:11]1[CH2:16][CH2:15][N:14]([CH3:17])[CH2:13][CH2:12]1.Cl.C([O-])(O)=O.[Na+]. Product: [Cl:1][C:2]1[C:3]([CH3:55])=[C:4]([C:18]2[C:26]3[C:25]([O:27][C@H:28]([CH2:34][C:35]4[CH:40]=[CH:39][CH:38]=[CH:37][C:36]=4[OH:41])[C:29]([O:31][CH2:32][CH3:33])=[O:30])=[N:24][CH:23]=[N:22][C:21]=3[S:20][C:19]=2[C:48]2[CH:49]=[CH:50][C:51]([F:54])=[CH:52][CH:53]=2)[CH:5]=[N:6][C:7]=1[O:8][CH2:9][CH2:10][N:11]1[CH2:12][CH2:13][N:14]([CH3:17])[CH2:15][CH2:16]1. The catalyst class is: 14. (4) Reactant: [CH2:1]([Li])CCC.[Si:6]([O:13][C@@H:14]1[CH2:19][CH:18]([O:20][CH2:21][C:22]2[CH:27]=[CH:26][CH:25]=[CH:24][CH:23]=2)[CH2:17][C@@H:16]([O:28][Si:29]([C:32]([CH3:35])([CH3:34])[CH3:33])([CH3:31])[CH3:30])[C:15]1=O)([C:9]([CH3:12])([CH3:11])[CH3:10])([CH3:8])[CH3:7]. Product: [CH2:21]([O:20][CH:18]1[CH2:17][C@@H:16]([O:28][Si:29]([C:32]([CH3:35])([CH3:33])[CH3:34])([CH3:30])[CH3:31])[C:15](=[CH2:1])[C@H:14]([O:13][Si:6]([C:9]([CH3:10])([CH3:11])[CH3:12])([CH3:8])[CH3:7])[CH2:19]1)[C:22]1[CH:23]=[CH:24][CH:25]=[CH:26][CH:27]=1. The catalyst class is: 307. (5) Reactant: Br[C:2]1[CH:7]=[C:6]([C:8]([CH3:14])([CH3:13])[C:9]([F:12])([F:11])[F:10])[N:5]=[CH:4][C:3]=1[NH:15][C:16](=[O:44])[CH2:17][C:18]1[CH:23]=[CH:22][C:21]([C:24]2[CH:25]=[N:26][C:27]([O:33]CC3C=CC(OC)=CC=3)=[CH:28][C:29]=2[O:30][CH2:31][CH3:32])=[CH:20][C:19]=1[F:43].C(Cl)[Cl:46]. Product: [ClH:46].[CH2:31]([O:30][C:29]1[C:24]([C:21]2[CH:22]=[CH:23][C:18]([CH2:17][C:16]([NH:15][C:3]3[CH:4]=[N:5][C:6]([C:8]([CH3:14])([CH3:13])[C:9]([F:11])([F:12])[F:10])=[CH:7][CH:2]=3)=[O:44])=[C:19]([F:43])[CH:20]=2)=[CH:25][NH:26][C:27](=[O:33])[CH:28]=1)[CH3:32]. The catalyst class is: 45. (6) Reactant: [Li+].CC([N-]C(C)C)C.[CH:9]1([N:12]2[C:16]([C:17]([F:20])([F:19])[F:18])=[CH:15][C:14]([C:21]([O:23][CH2:24][CH3:25])=[O:22])=[N:13]2)[CH2:11][CH2:10]1.[Cl:26][C:27]1[CH:34]=[CH:33][C:30]([CH:31]=[O:32])=[CH:29][CH:28]=1. Product: [Cl:26][C:27]1[CH:34]=[CH:33][C:30]([CH:31]([OH:32])[C:15]2[C:14]([C:21]([O:23][CH2:24][CH3:25])=[O:22])=[N:13][N:12]([CH:9]3[CH2:10][CH2:11]3)[C:16]=2[C:17]([F:18])([F:19])[F:20])=[CH:29][CH:28]=1. The catalyst class is: 1.